This data is from Full USPTO retrosynthesis dataset with 1.9M reactions from patents (1976-2016). The task is: Predict the reactants needed to synthesize the given product. (1) Given the product [N:17]1([C:12]2([C:2]#[N:1])[CH2:15][CH2:14][CH2:13]2)[CH2:22][CH2:21][S:20][CH2:19][CH2:18]1, predict the reactants needed to synthesize it. The reactants are: [N:1]1(C2(C#N)COC2)CCC[CH2:2]1.[C:12]1(=O)[CH2:15][CH2:14][CH2:13]1.[NH:17]1[CH2:22][CH2:21][S:20][CH2:19][CH2:18]1. (2) Given the product [Cl:27][C:28]1[S:29][C:2]2[CH:8]=[CH:7][C:6]([C:9]([F:12])([F:11])[F:10])=[CH:5][C:3]=2[N:4]=1, predict the reactants needed to synthesize it. The reactants are: F[C:2]1[CH:8]=[CH:7][C:6]([C:9]([F:12])([F:11])[F:10])=[CH:5][C:3]=1[NH2:4].SC1SC2C=CC(C(F)(F)F)=CC=2N=1.[Cl:27][C:28]1[S:29]C2C=CC(Cl)=CC=2N=1. (3) Given the product [ClH:1].[ClH:1].[ClH:1].[CH3:15][C:11]1[CH:10]=[C:9]([NH:8][C:6]2[C:5]([C:16]([NH2:18])=[O:17])=[CH:4][N:3]=[C:2]([NH:19][C:20]3[CH:42]=[CH:41][C:23]([CH2:24][NH:25][CH2:33][CH2:34][N:35]4[CH2:36][CH2:37][O:38][CH2:39][CH2:40]4)=[CH:22][CH:21]=3)[N:7]=2)[CH:14]=[CH:13][CH:12]=1, predict the reactants needed to synthesize it. The reactants are: [Cl:1][C:2]1[N:7]=[C:6]([NH:8][C:9]2[CH:14]=[CH:13][CH:12]=[C:11]([CH3:15])[CH:10]=2)[C:5]([C:16]([NH2:18])=[O:17])=[CH:4][N:3]=1.[NH2:19][C:20]1[CH:42]=[CH:41][C:23]([CH2:24][N:25]([CH2:33][CH2:34][N:35]2[CH2:40][CH2:39][O:38][CH2:37][CH2:36]2)C(=O)OC(C)(C)C)=[CH:22][CH:21]=1.C(N(C(C)C)CC)(C)C.CN1C(=O)CCC1.